This data is from Catalyst prediction with 721,799 reactions and 888 catalyst types from USPTO. The task is: Predict which catalyst facilitates the given reaction. (1) The catalyst class is: 2. Product: [Cl:1][C:2]1[S:6][C:5]([C:7]([NH:25][C@H:26]([CH2:27][N:28]2[C:36](=[O:37])[C:35]3[C:30](=[CH:31][CH:32]=[CH:33][CH:34]=3)[C:29]2=[O:38])[CH2:39][CH:40]2[CH2:45][CH2:44][CH2:43][CH2:42][CH2:41]2)=[O:9])=[CH:4][C:3]=1[C:10]1[N:14]([CH3:15])[N:13]=[CH:12][CH:11]=1. Reactant: [Cl:1][C:2]1[S:6][C:5]([C:7]([OH:9])=O)=[CH:4][C:3]=1[C:10]1[N:14]([CH3:15])[N:13]=[CH:12][CH:11]=1.C(N(CC)C(C)C)(C)C.[NH2:25][C@@H:26]([CH2:39][CH:40]1[CH2:45][CH2:44][CH2:43][CH2:42][CH2:41]1)[CH2:27][N:28]1[C:36](=[O:37])[C:35]2[C:30](=[CH:31][CH:32]=[CH:33][CH:34]=2)[C:29]1=[O:38].CC(OC(N[C@H](C(O)=O)CC1C=CC=CC=1C(F)(F)F)=O)(C)C.F[P-](F)(F)(F)(F)F.Br[P+](N1CCCC1)(N1CCCC1)N1CCCC1. (2) Reactant: [CH2:1]([O:4][N:5]1[C:11](=[O:12])[N:10]2[CH2:13][C@H:6]1[C:7]([C:16]([CH3:18])=[CH2:17])=[CH:8][C@H:9]2[CH2:14][OH:15])[CH:2]=[CH2:3].[CH3:19]I.[H-].[Na+]. Product: [CH2:1]([O:4][N:5]1[C:11](=[O:12])[N:10]2[CH2:13][C@H:6]1[C:7]([C:16]([CH3:18])=[CH2:17])=[CH:8][C@H:9]2[CH2:14][O:15][CH3:19])[CH:2]=[CH2:3]. The catalyst class is: 39.